Predict the product of the given reaction. From a dataset of Forward reaction prediction with 1.9M reactions from USPTO patents (1976-2016). (1) Given the reactants [NH:1]1[C:5]2=[N:6][CH:7]=[C:8]([C:10]3[C:18]4[C:17]([NH:19][C@H:20]([C:22]5[N:27]([C:28]6[CH:33]=[CH:32][CH:31]=[CH:30][CH:29]=6)[C:26](=[O:34])[C:25]6=[C:35]([CH3:38])[CH:36]=[CH:37][N:24]6[N:23]=5)[CH3:21])=[N:16][CH:15]=[N:14][C:13]=4[N:12](COCC[Si](C)(C)C)[CH:11]=3)[CH:9]=[C:4]2[CH:3]=[CH:2]1.FC(F)(F)C(O)=O.N, predict the reaction product. The product is: [NH:1]1[C:5]2=[N:6][CH:7]=[C:8]([C:10]3[C:18]4[C:17]([NH:19][C@H:20]([C:22]5[N:27]([C:28]6[CH:33]=[CH:32][CH:31]=[CH:30][CH:29]=6)[C:26](=[O:34])[C:25]6=[C:35]([CH3:38])[CH:36]=[CH:37][N:24]6[N:23]=5)[CH3:21])=[N:16][CH:15]=[N:14][C:13]=4[NH:12][CH:11]=3)[CH:9]=[C:4]2[CH:3]=[CH:2]1. (2) Given the reactants C[O:2][C:3]([C:5]1[CH:13]=[C:12]2[C:8]([C:9](C3CCCCC3)=[C:10]([C:23]3[CH:28]=[CH:27][C:26]([NH2:29])=[C:25]([CH:30]=O)[CH:24]=3)[N:11]2[CH2:14][C:15]([N:17]2[CH2:22][CH2:21][O:20][CH2:19][CH2:18]2)=[O:16])=[CH:7][CH:6]=1)=[O:4].[C:38]1([CH3:47])[CH:43]=[CH:42][CH:41]=[C:40]([C:44](=O)[CH3:45])[CH:39]=1, predict the reaction product. The product is: [CH:5]1([C:9]2[C:8]3[C:12](=[CH:13][C:5]([C:3]([OH:2])=[O:4])=[CH:6][CH:7]=3)[N:11]([CH2:14][C:15]([N:17]3[CH2:22][CH2:21][O:20][CH2:19][CH2:18]3)=[O:16])[C:10]=2[C:23]2[CH:24]=[C:25]3[C:26](=[CH:27][CH:28]=2)[N:29]=[C:44]([C:40]2[CH:39]=[C:38]([CH3:47])[CH:43]=[CH:42][CH:41]=2)[CH:45]=[CH:30]3)[CH2:13][CH2:12][CH2:8][CH2:7][CH2:6]1.